From a dataset of Catalyst prediction with 721,799 reactions and 888 catalyst types from USPTO. Predict which catalyst facilitates the given reaction. (1) Reactant: CO[C:3](OC)([N:5]([CH3:7])[CH3:6])C.[C:10]([O:13][C@@H:14]1[C@@H:27]([O:28][C:29](=[O:31])[CH3:30])[C@H:26]([O:32][C:33](=[O:35])[CH3:34])[CH2:25][S:24][C@H:15]1[O:16][C:17]1[C:18]([NH2:23])=[N:19][CH:20]=[CH:21][CH:22]=1)(=[O:12])[CH3:11]. Product: [CH3:3][N:5]([CH3:7])[CH:6]=[N:23][C:18]1[C:17]([O:16][C@@H:15]2[S:24][CH2:25][C@@H:26]([O:32][C:33](=[O:35])[CH3:34])[C@H:27]([O:28][C:29](=[O:31])[CH3:30])[C@H:14]2[O:13][C:10](=[O:12])[CH3:11])=[CH:22][CH:21]=[CH:20][N:19]=1. The catalyst class is: 8. (2) The catalyst class is: 13. Product: [CH2:24]([O:23][C:21](=[O:22])[CH2:20][O:8][CH2:7][CH:6]1[O:1][C:2]2=[CH:11][S:10][CH:9]=[C:3]2[O:4][CH2:5]1)[CH3:25]. Reactant: [O:1]1[CH:6]([CH2:7][OH:8])[CH2:5][O:4][C:3]2=[CH:9][S:10][CH:11]=[C:2]12.O1CCCC1.[H-].[Na+].Br[CH2:20][C:21]([O:23][CH2:24][CH3:25])=[O:22]. (3) Reactant: C(OC([C:6]1[C:7]([Cl:17])=[C:8]2[CH:14]=[N:13][N:12]([CH2:15][CH3:16])[C:9]2=[N:10][CH:11]=1)=O)C.[OH-].[Na+].Cl.CC[N:23]([CH2:26]C)CC.C1C=CC(P(N=[N+]=[N-])(C2C=CC=CC=2)=[O:35])=CC=1.[CH3:45][C:46]([OH:49])([CH3:48])[CH3:47]. Product: [C:46]([O:49][C:26](=[O:35])[NH:23][C:6]1[C:7]([Cl:17])=[C:8]2[CH:14]=[N:13][N:12]([CH2:15][CH3:16])[C:9]2=[N:10][CH:11]=1)([CH3:48])([CH3:47])[CH3:45]. The catalyst class is: 301.